Dataset: Forward reaction prediction with 1.9M reactions from USPTO patents (1976-2016). Task: Predict the product of the given reaction. The product is: [OH:1][C:2]([CH3:7])([CH3:6])[C:3]([O:5][CH2:14][C:13]1[CH:16]=[CH:17][C:10]([O:9][CH3:8])=[CH:11][CH:12]=1)=[O:4]. Given the reactants [OH:1][C:2]([CH3:7])([CH3:6])[C:3]([OH:5])=[O:4].[CH3:8][O:9][C:10]1[CH:17]=[CH:16][C:13]([CH2:14]Cl)=[CH:12][CH:11]=1.C(O)C, predict the reaction product.